Dataset: NCI-60 drug combinations with 297,098 pairs across 59 cell lines. Task: Regression. Given two drug SMILES strings and cell line genomic features, predict the synergy score measuring deviation from expected non-interaction effect. Drug 1: CC1=C(N=C(N=C1N)C(CC(=O)N)NCC(C(=O)N)N)C(=O)NC(C(C2=CN=CN2)OC3C(C(C(C(O3)CO)O)O)OC4C(C(C(C(O4)CO)O)OC(=O)N)O)C(=O)NC(C)C(C(C)C(=O)NC(C(C)O)C(=O)NCCC5=NC(=CS5)C6=NC(=CS6)C(=O)NCCC[S+](C)C)O. Drug 2: C(CCl)NC(=O)N(CCCl)N=O. Cell line: SK-MEL-5. Synergy scores: CSS=30.4, Synergy_ZIP=-5.85, Synergy_Bliss=-3.53, Synergy_Loewe=-11.5, Synergy_HSA=0.300.